Dataset: Full USPTO retrosynthesis dataset with 1.9M reactions from patents (1976-2016). Task: Predict the reactants needed to synthesize the given product. (1) Given the product [F:1][C:2]([F:13])([F:14])[O:3][C:4]1[CH:5]=[CH:6][C:7]([CH2:10][CH:11]=[O:12])=[CH:8][CH:9]=1, predict the reactants needed to synthesize it. The reactants are: [F:1][C:2]([F:14])([F:13])[O:3][C:4]1[CH:9]=[CH:8][C:7]([CH2:10][CH2:11][OH:12])=[CH:6][CH:5]=1.C(=O)([O-])O.[Na+].CC(OI1(OC(C)=O)(OC(C)=O)OC(=O)C2C=CC=CC1=2)=O. (2) Given the product [CH3:41][C:21]1[O:20][C:19]([C:16]2[CH:15]=[CH:14][C:13]([C:11]([NH:10][CH2:9][CH2:8][C:4]3[CH:3]=[N:2][CH:7]=[CH:6][CH:5]=3)=[O:12])=[CH:18][CH:17]=2)=[N:23][C:22]=1[CH2:24][S:25]([CH:28]1[CH2:29][CH2:30][NH:31][CH2:32][CH2:33]1)(=[O:27])=[O:26], predict the reactants needed to synthesize it. The reactants are: Cl.[N:2]1[CH:7]=[CH:6][CH:5]=[C:4]([CH2:8][CH2:9][NH:10][C:11]([C:13]2[CH:18]=[CH:17][C:16]([C:19]3[O:20][C:21]([CH3:41])=[C:22]([CH2:24][S:25]([CH:28]4[CH2:33][CH2:32][N:31](C(OC(C)(C)C)=O)[CH2:30][CH2:29]4)(=[O:27])=[O:26])[N:23]=3)=[CH:15][CH:14]=2)=[O:12])[CH:3]=1.[OH-].[Na+].O. (3) Given the product [CH3:1][C:2]1[N:12]=[C:11]2[N:6]([CH2:7][CH2:8][CH2:9][CH:10]2[OH:13])[C:4](=[O:5])[C:3]=1[CH2:14][CH2:15][N:16]1[CH2:21][CH2:20][CH:19]([C:22]2[C:23]3[CH:24]=[CH:25][C:26]([F:31])=[CH:27][C:28]=3[O:29][N:30]=2)[CH2:18][CH2:17]1.[P:32]([O-:36])([O-:35])([O-:34])=[O:33], predict the reactants needed to synthesize it. The reactants are: [CH3:1][C:2]1[N:12]=[C:11]2[N:6]([CH2:7][CH2:8][CH2:9][CH:10]2[OH:13])[C:4](=[O:5])[C:3]=1[CH2:14][CH2:15][N:16]1[CH2:21][CH2:20][CH:19]([C:22]2[C:23]3[CH:24]=[CH:25][C:26]([F:31])=[CH:27][C:28]=3[O:29][N:30]=2)[CH2:18][CH2:17]1.[P:32](=[O:36])([OH:35])([OH:34])[OH:33]. (4) Given the product [CH:1]1([CH:4]([O:6][C:7]2[CH:8]=[C:9]([CH2:10][OH:11])[CH:14]=[CH:15][CH:16]=2)[CH3:5])[CH2:3][CH2:2]1, predict the reactants needed to synthesize it. The reactants are: [CH:1]1([CH:4]([O:6][C:7]2[CH:8]=[C:9]([CH:14]=[CH:15][CH:16]=2)[C:10](OC)=[O:11])[CH3:5])[CH2:3][CH2:2]1.[BH4-].[Li+]. (5) Given the product [NH:30]1[C:31]2[CH:37]=[CH:36][CH:35]=[CH:34][C:32]=2[N:33]=[C:29]1[C@@H:25]1[CH2:26][CH2:27][CH2:28][N:24]1[C:14](=[O:16])[C@H:13]([CH2:17][C:18]1[CH:19]=[CH:20][CH:21]=[CH:22][CH:23]=1)[CH2:12][N:9]([OH:8])[CH:10]=[O:11], predict the reactants needed to synthesize it. The reactants are: C([O:8][N:9]([CH2:12][C@@H:13]([CH2:17][C:18]1[CH:23]=[CH:22][CH:21]=[CH:20][CH:19]=1)[C:14]([OH:16])=O)[CH:10]=[O:11])C1C=CC=CC=1.[NH:24]1[CH2:28][CH2:27][CH2:26][C@H:25]1[C:29]1[NH:33][C:32]2[CH:34]=[CH:35][CH:36]=[CH:37][C:31]=2[N:30]=1. (6) The reactants are: [CH3:1][O:2][C:3](=[O:22])[CH:4]([C:6]1[CH:15]=[CH:14][C:13]2[C:8](=[CH:9][CH:10]=[C:11]([O:16][CH2:17][C:18]([O:20][CH3:21])=[O:19])[CH:12]=2)[CH:7]=1)[CH3:5].[C:23]([O-])([O-])=O.[K+].[K+].[I-].[Na+].ClC(C)C(OC)=O. Given the product [CH3:1][O:2][C:3](=[O:22])[CH:4]([C:6]1[CH:15]=[CH:14][C:13]2[C:8](=[CH:9][CH:10]=[C:11]([O:16][CH:17]([C:18]([O:20][CH3:21])=[O:19])[CH3:23])[CH:12]=2)[CH:7]=1)[CH3:5], predict the reactants needed to synthesize it. (7) Given the product [OH:1][C:2]1[CH:7]=[CH:6][C:5]([Cl:8])=[CH:4][C:3]=1[S:9]([N:13]1[CH2:17][CH2:16][CH2:15][CH2:14]1)(=[O:11])=[O:10], predict the reactants needed to synthesize it. The reactants are: [OH:1][C:2]1[CH:7]=[CH:6][C:5]([Cl:8])=[CH:4][C:3]=1[S:9](Cl)(=[O:11])=[O:10].[NH:13]1[CH2:17][CH2:16][CH2:15][CH2:14]1. (8) Given the product [Cl:1][C:2]1[CH:6]=[C:5]([C:7]([OH:9])=[O:8])[N:4]([CH3:11])[N:3]=1, predict the reactants needed to synthesize it. The reactants are: [Cl:1][C:2]1[CH:6]=[C:5]([C:7]([O:9]C)=[O:8])[N:4]([CH3:11])[N:3]=1.O.[Li+].[OH-]. (9) Given the product [Cl:12][C:5]1[N:6]=[CH:7][C:8]2[C:3]([CH:4]=1)=[C:2]([B:21]1[O:25][C:24]([CH3:27])([CH3:26])[C:23]([CH3:29])([CH3:28])[O:22]1)[CH:11]=[CH:10][CH:9]=2, predict the reactants needed to synthesize it. The reactants are: Br[C:2]1[CH:11]=[CH:10][CH:9]=[C:8]2[C:3]=1[CH:4]=[C:5]([Cl:12])[N:6]=[CH:7]2.CC([O-])=O.[K+].C(Cl)Cl.[B:21]1([B:21]2[O:25][C:24]([CH3:27])([CH3:26])[C:23]([CH3:29])([CH3:28])[O:22]2)[O:25][C:24]([CH3:27])([CH3:26])[C:23]([CH3:29])([CH3:28])[O:22]1.